From a dataset of Forward reaction prediction with 1.9M reactions from USPTO patents (1976-2016). Predict the product of the given reaction. Given the reactants [Mg].Br[C:3]1[CH:4]=[CH:5][C:6]2[O:10][CH:9]=[CH:8][C:7]=2[CH:11]=1.[Cl:12][C:13]1[CH:21]=[C:20]([Cl:22])[CH:19]=[C:18]2[C:14]=1[C:15](=[O:24])[C:16](=[O:23])[NH:17]2.O, predict the reaction product. The product is: [OH:24][C:15]1([C:3]2[CH:4]=[CH:5][C:6]3[O:10][CH:9]=[CH:8][C:7]=3[CH:11]=2)[C:14]2[C:18](=[CH:19][C:20]([Cl:22])=[CH:21][C:13]=2[Cl:12])[NH:17][C:16]1=[O:23].